From a dataset of Full USPTO retrosynthesis dataset with 1.9M reactions from patents (1976-2016). Predict the reactants needed to synthesize the given product. (1) Given the product [O:39]=[C:21]([N:22]1[CH2:23][CH2:24][CH:25]([O:28][C:29]2[CH:34]=[CH:33][CH:32]=[C:31]([C:35]([F:36])([F:37])[F:38])[CH:30]=2)[CH2:26][CH2:27]1)[CH2:20][NH:19][C:18]([C:16]1[CH:17]=[C:13]([C:9]2[CH:8]=[C:7]([CH:12]=[CH:11][CH:10]=2)[C:6]([OH:41])=[O:5])[NH:14][N:15]=1)=[O:40], predict the reactants needed to synthesize it. The reactants are: O[Li].O.C[O:5][C:6](=[O:41])[C:7]1[CH:12]=[CH:11][CH:10]=[C:9]([C:13]2[CH:17]=[C:16]([C:18](=[O:40])[NH:19][CH2:20][C:21](=[O:39])[N:22]3[CH2:27][CH2:26][CH:25]([O:28][C:29]4[CH:34]=[CH:33][CH:32]=[C:31]([C:35]([F:38])([F:37])[F:36])[CH:30]=4)[CH2:24][CH2:23]3)[NH:15][N:14]=2)[CH:8]=1.C(C1C=C(C=CC=1)C(OC)=O)(=O)C.N1C=CC=N1. (2) Given the product [CH3:21][C:17]1[CH:16]=[C:15]([N:22]2[CH2:26][CH2:25][CH2:24][CH2:23]2)[C:14]2[C:19](=[CH:20][C:11]([O:10][CH2:9][C:6]3[CH:7]=[N:8][C:3]([N:73]4[CH2:77][CH2:76][CH2:75][CH2:74]4)=[CH:4][CH:5]=3)=[CH:12][CH:13]=2)[N:18]=1, predict the reactants needed to synthesize it. The reactants are: Cl.Cl[C:3]1[N:8]=[CH:7][C:6]([CH2:9][O:10][C:11]2[CH:20]=[C:19]3[C:14]([C:15]([N:22]4[CH2:26][CH2:25][CH2:24][CH2:23]4)=[CH:16][C:17]([CH3:21])=[N:18]3)=[CH:13][CH:12]=2)=[CH:5][CH:4]=1.C1C=CC(P(C2C(C3C(P(C4C=CC=CC=4)C4C=CC=CC=4)=CC=C4C=3C=CC=C4)=C3C(C=CC=C3)=CC=2)C2C=CC=CC=2)=CC=1.[NH:73]1[CH2:77][CH2:76][CH2:75][CH2:74]1. (3) Given the product [Br:1][C:2]1[N:7]2[CH:8]=[CH:9][N:10]=[C:6]2[C:5]([NH:11][C:12]2[CH:13]=[CH:14][C:15]([C:16]([NH:26][CH2:25][CH2:24][N:23]([CH2:27][CH3:28])[CH2:21][CH3:22])=[O:18])=[CH:19][CH:20]=2)=[N:4][CH:3]=1, predict the reactants needed to synthesize it. The reactants are: [Br:1][C:2]1[N:7]2[CH:8]=[CH:9][N:10]=[C:6]2[C:5]([NH:11][C:12]2[CH:20]=[CH:19][C:15]([C:16]([OH:18])=O)=[CH:14][CH:13]=2)=[N:4][CH:3]=1.[CH2:21]([N:23]([CH2:27][CH3:28])[CH2:24][CH2:25][NH2:26])[CH3:22].CCN(C(C)C)C(C)C.F[P-](F)(F)(F)(F)F.N1(OC(N(C)C)=[N+](C)C)C2N=CC=CC=2N=N1.